This data is from Peptide-MHC class I binding affinity with 185,985 pairs from IEDB/IMGT. The task is: Regression. Given a peptide amino acid sequence and an MHC pseudo amino acid sequence, predict their binding affinity value. This is MHC class I binding data. (1) The binding affinity (normalized) is 0.0847. The MHC is HLA-A26:01 with pseudo-sequence HLA-A26:01. The peptide sequence is FATPAFFLI. (2) The MHC is HLA-A24:02 with pseudo-sequence HLA-A24:02. The peptide sequence is KGAVDLSHFL. The binding affinity (normalized) is 0.144.